This data is from Full USPTO retrosynthesis dataset with 1.9M reactions from patents (1976-2016). The task is: Predict the reactants needed to synthesize the given product. (1) The reactants are: FC(F)(F)C1C=C(NC(=O)NC2C=CC(C3SC(CCC(O)=O)=NC=3)=CC=2)C=CC=1.[Cl:31][C:32]1[CH:37]=[CH:36][C:35]([NH:38][C:39](=[O:61])[NH:40][C:41]2[CH:46]=[CH:45][C:44]([C:47]3[S:51][C:50]([CH2:52][C:53]([CH3:60])([CH3:59])[CH2:54][C:55]([O:57]C)=[O:56])=[N:49][CH:48]=3)=[CH:43][CH:42]=2)=[C:34]([O:62][C:63]2[CH:68]=[CH:67][CH:66]=[CH:65][CH:64]=2)[CH:33]=1. Given the product [Cl:31][C:32]1[CH:37]=[CH:36][C:35]([NH:38][C:39](=[O:61])[NH:40][C:41]2[CH:42]=[CH:43][C:44]([C:47]3[S:51][C:50]([CH2:52][C:53]([CH3:60])([CH3:59])[CH2:54][C:55]([OH:57])=[O:56])=[N:49][CH:48]=3)=[CH:45][CH:46]=2)=[C:34]([O:62][C:63]2[CH:64]=[CH:65][CH:66]=[CH:67][CH:68]=2)[CH:33]=1, predict the reactants needed to synthesize it. (2) Given the product [Cl:15][C:13]1[CH:14]=[C:5]([C:3]([OH:4])=[O:2])[CH:6]=[C:7]2[C:12]=1[NH:11][CH:10]([C:16]1[CH:21]=[CH:20][CH:19]=[C:18]([N:22]3[CH2:23][CH2:24][O:25][CH2:26][CH2:27]3)[CH:17]=1)[C:9]([CH3:28])([CH3:29])[CH2:8]2, predict the reactants needed to synthesize it. The reactants are: C[O:2][C:3]([C:5]1[CH:6]=[C:7]2[C:12](=[C:13]([Cl:15])[CH:14]=1)[NH:11][CH:10]([C:16]1[CH:21]=[CH:20][CH:19]=[C:18]([N:22]3[CH2:27][CH2:26][O:25][CH2:24][CH2:23]3)[CH:17]=1)[C:9]([CH3:29])([CH3:28])[CH2:8]2)=[O:4].[OH-].[Na+].Cl. (3) Given the product [CH:12]1([N:9]2[C:10]3[C:5](=[CH:4][C:3]([F:20])=[C:2]([C:22]#[C:21][C:23]4[CH:28]=[CH:27][CH:26]=[CH:25][N:24]=4)[CH:11]=3)[C:6](=[O:19])[C:7]3[C:17](=[O:18])[NH:16][S:15][C:8]2=3)[CH2:14][CH2:13]1, predict the reactants needed to synthesize it. The reactants are: Br[C:2]1[CH:11]=[C:10]2[C:5]([C:6](=[O:19])[C:7]3[C:17](=[O:18])[NH:16][S:15][C:8]=3[N:9]2[CH:12]2[CH2:14][CH2:13]2)=[CH:4][C:3]=1[F:20].[C:21]([C:23]1[CH:28]=[CH:27][CH:26]=[CH:25][N:24]=1)#[CH:22].C(NC(C)C)(C)C.